Task: Predict the product of the given reaction.. Dataset: Forward reaction prediction with 1.9M reactions from USPTO patents (1976-2016) Given the reactants [CH2:1]1[C:5]2([CH2:11][CH2:10][CH2:9][CH2:8][CH2:7][CH2:6]2)[CH2:4][CH2:3][CH:2]1[CH2:12][OH:13].[C:27]1(P([C:27]2[CH:32]=[CH:31][CH:30]=[CH:29][CH:28]=2)[C:27]2[CH:32]=[CH:31][CH:30]=[CH:29][CH:28]=2)[CH:32]=[CH:31][CH:30]=[CH:29][CH:28]=1.N(C(N(C)C)=O)=NC(N(C)C)=[O:36].[O:45]1[CH2:49][CH2:48][CH2:47][CH2:46]1, predict the reaction product. The product is: [CH3:46][O:45][C:49](=[O:36])[CH2:48][CH2:47][C:27]1[CH:28]=[CH:29][C:30]([O:13][CH2:12][CH:2]2[CH2:3][CH2:4][C:5]3([CH2:11][CH2:10][CH2:9][CH2:8][CH2:7][CH2:6]3)[CH2:1]2)=[CH:31][CH:32]=1.